From a dataset of CYP3A4 inhibition data for predicting drug metabolism from PubChem BioAssay. Regression/Classification. Given a drug SMILES string, predict its absorption, distribution, metabolism, or excretion properties. Task type varies by dataset: regression for continuous measurements (e.g., permeability, clearance, half-life) or binary classification for categorical outcomes (e.g., BBB penetration, CYP inhibition). Dataset: cyp3a4_veith. (1) The result is 0 (non-inhibitor). The molecule is Cc1ccccc1N1CCN(C(=O)c2ccccc2NC(=O)/C=C\C(=O)O)CC1. (2) The compound is CN(C)c1nccc(N(Cc2ccccc2)Cc2ccccc2)c1C#N. The result is 1 (inhibitor). (3) The compound is CN1CCN(c2ncc3nc(-c4cn(C)c5ccccc45)c(=O)n(C[C@H]4CCCO4)c3n2)CC1. The result is 1 (inhibitor). (4) The molecule is O=c1c2ccccc2nnn1CSc1ccc2c(c1)OCCO2. The result is 0 (non-inhibitor). (5) The drug is CN1CCN(C2=Nc3ccccc3Oc3ccc(Cl)cc32)CC1.O=C(O)CCC(=O)O. The result is 0 (non-inhibitor). (6) The molecule is c1ccc2c(Nc3ccncc3)nc(-c3ccoc3)nc2c1. The result is 1 (inhibitor). (7) The compound is COc1cccc(-c2cncnc2NCCc2c[nH]c3ccc(OC)cc23)c1. The result is 1 (inhibitor). (8) The molecule is NC(N)=Nc1ccc(Cl)cc1. The result is 0 (non-inhibitor). (9) The drug is COc1ccc(Cc2ccccc2C(=O)O)c2ccccc12. The result is 0 (non-inhibitor). (10) The molecule is CCNC(=O)[C@@H]1O[C@@H](n2cnc3c(N)nc(NCCc4ccc(CCC(=O)O)cc4)nc32)[C@H](O)[C@@H]1O. The result is 0 (non-inhibitor).